From a dataset of Forward reaction prediction with 1.9M reactions from USPTO patents (1976-2016). Predict the product of the given reaction. Given the reactants ClC1C=CC([CH:8]2[NH:12][C:11]([C:13]3[CH:18]=[CH:17]C(OC)=CC=3OCC)=NC2CC(C)C)=CC=1.[Cl:28][C:29]1[CH:34]=[CH:33][C:32]([CH:35]2[N:39]([C:40]([N:42]3[CH2:47][CH2:46]N(C)[CH2:44][CH2:43]3)=[O:41])[C:38]([C:49]3[CH:54]=[CH:53][C:52]([O:55][CH3:56])=[CH:51][C:50]=3[O:57][CH2:58][CH3:59])=[N:37][CH:36]2[CH2:60][CH:61]2[CH2:65]CC[CH2:62]2)=[CH:31][CH:30]=1, predict the reaction product. The product is: [Cl:28][C:29]1[CH:34]=[CH:33][C:32]([CH:35]2[N:39]([C:40]([N:42]3[CH2:43][CH2:44][CH:8]([N:12]4[CH2:11][CH2:13][CH2:18][CH2:17]4)[CH2:46][CH2:47]3)=[O:41])[C:38]([C:49]3[CH:54]=[CH:53][C:52]([O:55][CH3:56])=[CH:51][C:50]=3[O:57][CH2:58][CH3:59])=[N:37][CH:36]2[CH2:60][CH:61]([CH3:65])[CH3:62])=[CH:31][CH:30]=1.